The task is: Predict the product of the given reaction.. This data is from Forward reaction prediction with 1.9M reactions from USPTO patents (1976-2016). (1) Given the reactants [CH3:1][O:2][C:3](=[O:11])[C:4]1[CH:9]=[CH:8][N:7]=[C:6](I)[CH:5]=1.[Cl:12][C:13]1[CH:14]=[C:15](B(O)O)[CH:16]=[CH:17][C:18]=1[Cl:19], predict the reaction product. The product is: [CH3:1][O:2][C:3](=[O:11])[C:4]1[CH:9]=[CH:8][N:7]=[C:6]([C:16]2[CH:15]=[CH:14][C:13]([Cl:12])=[C:18]([Cl:19])[CH:17]=2)[CH:5]=1. (2) The product is: [CH3:14][O:11][C:10](=[O:12])/[CH:9]=[CH:8]/[C:4]1[CH:5]=[CH:6][CH:7]=[C:2]([Cl:1])[C:3]=1[F:13]. Given the reactants [Cl:1][C:2]1[C:3]([F:13])=[C:4](/[CH:8]=[CH:9]/[C:10]([OH:12])=[O:11])[CH:5]=[CH:6][CH:7]=1.[CH3:14][Si](C=[N+]=[N-])(C)C, predict the reaction product.